This data is from Reaction yield outcomes from USPTO patents with 853,638 reactions. The task is: Predict the reaction yield, written as a fraction of the theoretical maximum amount of product (1.0 means a 100% yield; for example, 0.34 means a 34% yield). (1) The reactants are [C:1]([O:5][C:6]([NH:8][CH:9]([O:19]C(=O)CCCCC)[C@H:10]([CH3:18])[CH2:11][CH2:12][C:13]1[S:14][CH:15]=[CH:16][CH:17]=1)=[O:7])([CH3:4])([CH3:3])[CH3:2].[OH-].[Na+]. The catalyst is O1CCCC1.CO. The product is [C:1]([O:5][C:6]([NH:8][CH:9]([OH:19])[C@H:10]([CH3:18])[CH2:11][CH2:12][C:13]1[S:14][CH:15]=[CH:16][CH:17]=1)=[O:7])([CH3:4])([CH3:2])[CH3:3]. The yield is 0.950. (2) The reactants are Cl[C:2]1[N:7]=[C:6]([C:8]([O:10][C:11]([CH3:14])([CH3:13])[CH3:12])=[O:9])[CH:5]=[CH:4][N:3]=1.[CH2:15]([N:22]1[CH2:27][CH2:26][NH:25][C@H:24]([CH3:28])[CH2:23]1)[C:16]1[CH:21]=[CH:20][CH:19]=[CH:18][CH:17]=1.C(N(CC)C(C)C)(C)C.CO. The catalyst is C(#N)C. The product is [CH2:15]([N:22]1[CH2:27][CH2:26][N:25]([C:2]2[N:7]=[C:6]([C:8]([O:10][C:11]([CH3:14])([CH3:13])[CH3:12])=[O:9])[CH:5]=[CH:4][N:3]=2)[C@H:24]([CH3:28])[CH2:23]1)[C:16]1[CH:17]=[CH:18][CH:19]=[CH:20][CH:21]=1. The yield is 0.940. (3) The reactants are [CH3:1][C:2]([OH:6])([C:4]#[CH:5])[CH3:3].[Li]CCCC.[N+:12]([C:15]1[CH:22]=[CH:21][C:18]([CH:19]=[O:20])=[CH:17][CH:16]=1)([O-:14])=[O:13]. The catalyst is C1COCC1. The product is [CH3:1][C:2]([OH:6])([CH3:3])[C:4]#[C:5][CH:19]([C:18]1[CH:17]=[CH:16][C:15]([N+:12]([O-:14])=[O:13])=[CH:22][CH:21]=1)[OH:20]. The yield is 0.650. (4) The reactants are Br[C:2]1[CH:3]=[C:4]([C:14]([O:16][CH2:17][CH3:18])=[O:15])[C:5]2[CH:10]=[N:9][N:8]([CH:11]([CH3:13])[CH3:12])[C:6]=2[N:7]=1.C([O-])([O-])=O.[K+].[K+].[CH3:25][N:26]1[CH2:31][CH2:30][NH:29][CH2:28][CH2:27]1. The catalyst is C(#N)C. The product is [CH:11]([N:8]1[C:6]2[N:7]=[C:2]([N:29]3[CH2:30][CH2:31][N:26]([CH3:25])[CH2:27][CH2:28]3)[CH:3]=[C:4]([C:14]([O:16][CH2:17][CH3:18])=[O:15])[C:5]=2[CH:10]=[N:9]1)([CH3:13])[CH3:12]. The yield is 0.949. (5) The reactants are [CH2:1]([N:3]([CH2:19][CH3:20])[CH2:4][CH2:5][N:6]1[CH2:11][CH2:10][C:9]2[NH:12][C:13]([CH:16]=O)=[C:14]([CH3:15])[C:8]=2[C:7]1=[O:18])[CH3:2].[O:21]([C:23]1[CH:24]=[C:25]2[C:29](=[CH:30][CH:31]=1)[NH:28][C:27](=[O:32])[CH2:26]2)[CH3:22]. No catalyst specified. The product is [CH2:1]([N:3]([CH2:19][CH3:20])[CH2:4][CH2:5][N:6]1[CH2:11][CH2:10][C:9]2[NH:12][C:13]([CH:16]=[C:26]3[C:25]4[C:29](=[CH:30][CH:31]=[C:23]([O:21][CH3:22])[CH:24]=4)[NH:28][C:27]3=[O:32])=[C:14]([CH3:15])[C:8]=2[C:7]1=[O:18])[CH3:2]. The yield is 0.650.